From a dataset of Forward reaction prediction with 1.9M reactions from USPTO patents (1976-2016). Predict the product of the given reaction. (1) Given the reactants [O:1]1[CH:5]=[CH:4][CH:3]=[C:2]1[C:6]1[C:7]2[S:15][CH:14]=[CH:13][C:8]=2[N:9]=[C:10]([NH2:12])[N:11]=1.[C:16](Cl)(=[O:18])[CH3:17].O, predict the reaction product. The product is: [O:1]1[CH:5]=[CH:4][CH:3]=[C:2]1[C:6]1[C:7]2[S:15][CH:14]=[CH:13][C:8]=2[N:9]=[C:10]([NH:12][C:16](=[O:18])[CH3:17])[N:11]=1. (2) Given the reactants [CH3:1][O:2][C:3](=[O:31])[CH2:4][O:5][CH2:6][CH2:7][CH2:8][O:9][CH2:10][CH2:11][NH:12][C:13]1[CH:18]=[CH:17][CH:16]=[CH:15][C:14]=1[S:19](=[O:30])(=[O:29])[NH:20][C:21]([C@@:23]1([NH2:28])[CH2:25][C@H:24]1[CH:26]=[CH2:27])=[O:22].[C:32]([O:36][C:37]([N:39]1[CH2:43][C@H:42]([O:44][C:45]([N:47]2[CH2:55][C:54]3[C:49](=[CH:50][CH:51]=[CH:52][C:53]=3[F:56])[CH2:48]2)=[O:46])[CH2:41][C@H:40]1[C:57](O)=[O:58])=[O:38])([CH3:35])([CH3:34])[CH3:33].CN(C(ON1N=NC2C=CC=NC1=2)=[N+](C)C)C.F[P-](F)(F)(F)(F)F.CCN(C(C)C)C(C)C, predict the reaction product. The product is: [C:32]([O:36][C:37]([N:39]1[C@H:40]([C:57](=[O:58])[NH:28][C@:23]2([C:21]([NH:20][S:19]([C:14]3[CH:15]=[CH:16][CH:17]=[CH:18][C:13]=3[NH:12][CH2:11][CH2:10][O:9][CH2:8][CH2:7][CH2:6][O:5][CH2:4][C:3]([O:2][CH3:1])=[O:31])(=[O:29])=[O:30])=[O:22])[CH2:25][C@H:24]2[CH:26]=[CH2:27])[CH2:41][C@@H:42]([O:44][C:45]([N:47]2[CH2:55][C:54]3[C:49](=[CH:50][CH:51]=[CH:52][C:53]=3[F:56])[CH2:48]2)=[O:46])[CH2:43]1)=[O:38])([CH3:35])([CH3:33])[CH3:34].